Predict the product of the given reaction. From a dataset of Forward reaction prediction with 1.9M reactions from USPTO patents (1976-2016). (1) Given the reactants Cl[C:2]1[C:11]([O:12][CH:13]([CH3:15])[CH3:14])=[C:10]([Cl:16])[C:9]2[C:4](=[CH:5][CH:6]=[C:7]([C:17]([C:25]3[S:29][C:28]([CH3:30])=[N:27][C:26]=3[CH3:31])([C:19]3[N:23]([CH3:24])[N:22]=[N:21][CH:20]=3)[OH:18])[CH:8]=2)[N:3]=1.[C:32](O)(C(F)(F)F)=[O:33].C[O-].[Na+], predict the reaction product. The product is: [Cl:16][C:10]1[C:9]2[C:4](=[CH:5][CH:6]=[C:7]([C:17]([C:25]3[S:29][C:28]([CH3:30])=[N:27][C:26]=3[CH3:31])([C:19]3[N:23]([CH3:24])[N:22]=[N:21][CH:20]=3)[OH:18])[CH:8]=2)[N:3]=[C:2]([O:33][CH3:32])[C:11]=1[O:12][CH:13]([CH3:14])[CH3:15]. (2) Given the reactants [CH3:1][C:2]1[N:3]=[C:4]([C:24]2[CH:25]=[C:26]([CH:31]=[CH:32][CH:33]=2)[C:27]([O:29]C)=O)[N:5]2[C:10]=1[CH:9]=[N:8][C:7]([NH:11][C:12]1[CH:17]=[C:16]([O:18][CH3:19])[C:15]([O:20][CH3:21])=[C:14]([O:22][CH3:23])[CH:13]=1)=[N:6]2.[NH4+:34], predict the reaction product. The product is: [CH3:1][C:2]1[N:3]=[C:4]([C:24]2[CH:25]=[C:26]([CH:31]=[CH:32][CH:33]=2)[C:27]([NH2:34])=[O:29])[N:5]2[C:10]=1[CH:9]=[N:8][C:7]([NH:11][C:12]1[CH:13]=[C:14]([O:22][CH3:23])[C:15]([O:20][CH3:21])=[C:16]([O:18][CH3:19])[CH:17]=1)=[N:6]2. (3) Given the reactants [CH2:1]([O:8][C:9]([NH:11][C@@H:12]([CH2:17][C:18]1[CH:23]=[C:22]([Cl:24])[CH:21]=[C:20]([Cl:25])[CH:19]=1)[C:13]([O:15]C)=[O:14])=[O:10])[C:2]1[CH:7]=[CH:6][CH:5]=[CH:4][CH:3]=1.[Li+].[OH-], predict the reaction product. The product is: [CH2:1]([O:8][C:9]([NH:11][C@@H:12]([CH2:17][C:18]1[CH:19]=[C:20]([Cl:25])[CH:21]=[C:22]([Cl:24])[CH:23]=1)[C:13]([OH:15])=[O:14])=[O:10])[C:2]1[CH:7]=[CH:6][CH:5]=[CH:4][CH:3]=1.